Dataset: Full USPTO retrosynthesis dataset with 1.9M reactions from patents (1976-2016). Task: Predict the reactants needed to synthesize the given product. (1) Given the product [CH2:21]([C:3]1[C:8]([CH3:9])=[C:7]([C:10]([F:13])([F:12])[F:11])[CH:6]=[CH:5][C:4]=1[C:14]1[O:15][CH2:16][C:17]([CH3:20])([CH3:19])[N:18]=1)[CH3:22], predict the reactants needed to synthesize it. The reactants are: CO[C:3]1[C:8]([CH3:9])=[C:7]([C:10]([F:13])([F:12])[F:11])[CH:6]=[CH:5][C:4]=1[C:14]1[O:15][CH2:16][C:17]([CH3:20])([CH3:19])[N:18]=1.[CH2:21]1COC[CH2:22]1. (2) Given the product [CH3:1][O:2][C:3]1[CH:8]=[CH:7][C:6]([C:9]2[N:14]=[C:13]([CH2:15][CH2:16][O:17][C:20]3[CH:21]=[C:22]4[C:26](=[CH:27][CH:28]=3)[C@H:25]([CH2:29][C:30]([O:32][CH2:33][CH3:34])=[O:31])[CH2:24][CH2:23]4)[C:12]([CH3:18])=[CH:11][CH:10]=2)=[CH:5][CH:4]=1, predict the reactants needed to synthesize it. The reactants are: [CH3:1][O:2][C:3]1[CH:8]=[CH:7][C:6]([C:9]2[N:14]=[C:13]([CH2:15][CH2:16][OH:17])[C:12]([CH3:18])=[CH:11][CH:10]=2)=[CH:5][CH:4]=1.O[C:20]1[CH:21]=[C:22]2[C:26](=[CH:27][CH:28]=1)[C@H:25]([CH2:29][C:30]([O:32][CH2:33][CH3:34])=[O:31])[CH2:24][CH2:23]2.C1(P(C2C=CC=CC=2)C2C=CC=CC=2)C=CC=CC=1.N(C(N1CCCCC1)=O)=NC(N1CCCCC1)=O. (3) Given the product [ClH:55].[ClH:55].[F:40][C:2]([F:41])([F:1])[C:3]1[CH:4]=[C:5]([CH:33]=[C:34]([C:36]([F:37])([F:39])[F:38])[CH:35]=1)[C:6]([N:8]1[CH2:13][CH2:12][N:11]([CH2:14][CH2:15][CH2:16][N:42]2[CH2:47][CH2:46][S:45][CH2:44][CH2:43]2)[CH2:10][C@H:9]1[CH2:22][C:23]1[CH:32]=[CH:31][C:30]2[C:25](=[CH:26][CH:27]=[CH:28][CH:29]=2)[CH:24]=1)=[O:7], predict the reactants needed to synthesize it. The reactants are: [F:1][C:2]([F:41])([F:40])[C:3]1[CH:4]=[C:5]([CH:33]=[C:34]([C:36]([F:39])([F:38])[F:37])[CH:35]=1)[C:6]([N:8]1[CH2:13][CH2:12][N:11]([CH2:14][CH2:15][CH2:16]OS(C)(=O)=O)[CH2:10][C@H:9]1[CH2:22][C:23]1[CH:32]=[CH:31][C:30]2[C:25](=[CH:26][CH:27]=[CH:28][CH:29]=2)[CH:24]=1)=[O:7].[NH:42]1[CH2:47][CH2:46][S:45][CH2:44][CH2:43]1.C(N(CC)CC)C.[ClH:55]. (4) Given the product [CH3:21][O:22][C:6]1[CH:5]=[CH:4][CH:3]=[CH:2][C:1]=1[C:7]1[NH:8][C:9]2[CH:10]=[CH:11][CH:12]=[C:13]3[C:19](=[O:20])[NH:18][CH2:17][CH2:16][C:15]=1[C:14]=23, predict the reactants needed to synthesize it. The reactants are: [C:1]1([C:7]2[NH:8][C:9]3[CH:10]=[CH:11][CH:12]=[C:13]4[C:19](=[O:20])[NH:18][CH2:17][CH2:16][C:15]=2[C:14]=34)[CH:6]=[CH:5][CH:4]=[CH:3][CH:2]=1.[CH3:21][O:22]C1C=CC=CC=1B(O)O. (5) Given the product [F:3][C:4]1[CH:5]=[CH:6][C:7]2[CH2:13][O:12][C:11]3[CH:14]=[CH:15][CH:16]=[CH:17][C:10]=3[N:9]([C@@H:28]3[CH2:24][CH2:25][N:26]([CH2:29][CH2:30][C:31]4[CH:36]=[CH:35][CH:34]=[C:33]([N:37]5[CH2:41][CH2:40][CH2:39][CH2:38]5)[CH:32]=4)[CH2:27]3)[C:8]=2[CH:18]=1, predict the reactants needed to synthesize it. The reactants are: [H-].[Na+].[F:3][C:4]1[CH:5]=[CH:6][C:7]2[CH2:13][O:12][C:11]3[CH:14]=[CH:15][CH:16]=[CH:17][C:10]=3[NH:9][C:8]=2[CH:18]=1.CS(O[C@H:24]1[CH2:28][CH2:27][N:26]([CH2:29][CH2:30][C:31]2[CH:36]=[CH:35][CH:34]=[C:33]([N:37]3[CH2:41][CH2:40][CH2:39][CH2:38]3)[CH:32]=2)[CH2:25]1)(=O)=O.[Cl-].[Na+].